This data is from Reaction yield outcomes from USPTO patents with 853,638 reactions. The task is: Predict the reaction yield, written as a fraction of the theoretical maximum amount of product (1.0 means a 100% yield; for example, 0.34 means a 34% yield). (1) The reactants are [Br:1][CH2:2][C:3]1[CH:10]=[CH:9][C:6]([C:7]#N)=[CH:5][C:4]=1[Cl:11].[H-].C([Al+]CC(C)C)C(C)C.Cl.[OH2:23]. The catalyst is C1(C)C=CC=CC=1. The product is [Br:1][CH2:2][C:3]1[CH:10]=[CH:9][C:6]([CH:7]=[O:23])=[CH:5][C:4]=1[Cl:11]. The yield is 0.800. (2) The reactants are [CH3:1][O:2][C:3]1[CH:8]=[C:7]([B:9]2[O:13][C:12]([CH3:15])([CH3:14])[C:11]([CH3:17])([CH3:16])[O:10]2)[CH:6]=[CH:5][C:4]=1[OH:18].CN(C=O)C.[H-].[Na+].[CH3:26][O:27][C:28]1[CH:35]=[CH:34][C:31]([CH2:32]Cl)=[CH:30][CH:29]=1. The catalyst is [I-].C([N+](CCCC)(CCCC)CCCC)CCC.C(OCC)C. The product is [CH3:1][O:2][C:3]1[CH:8]=[C:7]([B:9]2[O:10][C:11]([CH3:17])([CH3:16])[C:12]([CH3:14])([CH3:15])[O:13]2)[CH:6]=[CH:5][C:4]=1[O:18][CH2:32][C:31]1[CH:34]=[CH:35][C:28]([O:27][CH3:26])=[CH:29][CH:30]=1. The yield is 0.910. (3) The reactants are [S:1]1[C:5]2[CH2:6][CH2:7][CH2:8][CH2:9][C:4]=2[C:3]([CH2:10][OH:11])=[CH:2]1.CC(OI1(OC(C)=O)(OC(C)=O)OC(=O)C2C1=CC=CC=2)=O.C(OCC)C.[OH-].[Na+]. The catalyst is ClCCl. The product is [S:1]1[C:5]2[CH2:6][CH2:7][CH2:8][CH2:9][C:4]=2[C:3]([CH:10]=[O:11])=[CH:2]1. The yield is 0.880. (4) The reactants are [CH3:1][C:2]1[CH:7]=[C:6]([CH3:8])[N:5]=[C:4]([N:9]2[CH2:16][CH:15]3[CH:11]([CH2:12][NH:13][CH2:14]3)[CH2:10]2)[N:3]=1.[N:17]1[N:18]=[C:19]([C:22]2[CH:30]=[CH:29][CH:28]=[CH:27][C:23]=2[C:24](O)=[O:25])[NH:20][CH:21]=1.CN(C(ON1N=NC2C=CC=NC1=2)=[N+](C)C)C.F[P-](F)(F)(F)(F)F.CCN(C(C)C)C(C)C. The catalyst is C(OCC)(=O)C.CN(C=O)C. The product is [CH3:1][C:2]1[CH:7]=[C:6]([CH3:8])[N:5]=[C:4]([N:9]2[CH2:16][CH:15]3[CH:11]([CH2:12][N:13]([C:24]([C:23]4[CH:27]=[CH:28][CH:29]=[CH:30][C:22]=4[C:19]4[NH:18][N:17]=[CH:21][N:20]=4)=[O:25])[CH2:14]3)[CH2:10]2)[N:3]=1. The yield is 0.560. (5) The product is [CH3:54][O:53][C@H:46]1[C:45]([CH3:56])([CH3:55])[O:44][C@@H:43]([O:10][C:11]2[C:20]([C:21]3[CH:22]=[CH:23][CH:24]=[CH:25][CH:26]=3)=[C:19]3[C:14]([CH:15]=[C:16]([NH:28][C:29](=[O:38])[O:30][CH2:31][C:32]4[CH:33]=[CH:34][CH:35]=[CH:36][CH:37]=4)[C:17](=[O:27])[O:18]3)=[CH:13][CH:12]=2)[C@@H:48]2[O:49][C:50](=[O:52])[O:51][C@H:47]12. The reactants are B(F)(F)F.CCOCC.[OH:10][C:11]1[C:20]([C:21]2[CH:26]=[CH:25][CH:24]=[CH:23][CH:22]=2)=[C:19]2[C:14]([CH:15]=[C:16]([NH:28][C:29](=[O:38])[O:30][CH2:31][C:32]3[CH:37]=[CH:36][CH:35]=[CH:34][CH:33]=3)[C:17](=[O:27])[O:18]2)=[CH:13][CH:12]=1.ClC(Cl)(Cl)C(=N)O[C@H:43]1[C@@H:48]2[O:49][C:50](=[O:52])[O:51][C@@H:47]2[C@@H:46]([O:53][CH3:54])[C:45]([CH3:56])([CH3:55])[O:44]1.C(N(CC)CC)C. The catalyst is C(Cl)Cl. The yield is 0.990.